Dataset: Catalyst prediction with 721,799 reactions and 888 catalyst types from USPTO. Task: Predict which catalyst facilitates the given reaction. (1) Reactant: [CH3:1][C:2]1[C:7]([CH3:8])=[CH:6][CH:5]=[CH:4][C:3]=1[OH:9].C1C(=O)N([Br:17])C(=O)C1. Product: [Br:17][C:6]1[CH:5]=[CH:4][C:3]([OH:9])=[C:2]([CH3:1])[C:7]=1[CH3:8]. The catalyst class is: 23. (2) Reactant: Br[C:2]1[CH:7]=[CH:6][C:5]([N:8]2[C:12]([C:13]([O:15][CH2:16][CH3:17])=[O:14])=[CH:11][C:10]([Si:18]([CH3:21])([CH3:20])[CH3:19])=[N:9]2)=[CH:4][CH:3]=1.CC1(C)C2C(=C(P(C3C=CC=CC=3)C3C=CC=CC=3)C=CC=2)OC2C(P(C3C=CC=CC=3)C3C=CC=CC=3)=CC=CC1=2.[O-]P([O-])([O-])=O.[K+].[K+].[K+].O.[CH3:73][PH:74](=[O:76])[CH3:75]. Product: [CH3:73][P:74]([C:2]1[CH:7]=[CH:6][C:5]([N:8]2[C:12]([C:13]([O:15][CH2:16][CH3:17])=[O:14])=[CH:11][C:10]([Si:18]([CH3:21])([CH3:20])[CH3:19])=[N:9]2)=[CH:4][CH:3]=1)([CH3:75])=[O:76]. The catalyst class is: 274. (3) Reactant: [NH2:1][CH:2]1[CH2:7][CH2:6][N:5]([CH2:8][CH:9]([N:11]2[C:20]3[C:15](=[CH:16][CH:17]=[C:18]([O:21][CH3:22])[CH:19]=3)[N:14]=[CH:13][C:12]2=[O:23])[CH3:10])[CH2:4][CH2:3]1.[O:24]=[C:25]1[CH2:30][O:29][C:28]2[CH:31]=[CH:32][C:33]([CH:35]=O)=[N:34][C:27]=2[NH:26]1.C(O[BH-](OC(=O)C)OC(=O)C)(=O)C.[Na+]. Product: [CH3:22][O:21][C:18]1[CH:19]=[C:20]2[C:15]([N:14]=[CH:13][C:12](=[O:23])[N:11]2[CH:9]([CH3:10])[CH2:8][N:5]2[CH2:6][CH2:7][CH:2]([NH:1][CH2:35][C:33]3[CH:32]=[CH:31][C:28]4[O:29][CH2:30][C:25](=[O:24])[NH:26][C:27]=4[N:34]=3)[CH2:3][CH2:4]2)=[CH:16][CH:17]=1. The catalyst class is: 138. (4) Reactant: [C:1]([O:5][C:6]([C@H:8]1[C@H:12]([C:13]2[CH:18]=[CH:17][CH:16]=[C:15]([Cl:19])[C:14]=2[F:20])[C@:11]([C:23]2[CH:28]=[CH:27][C:26]([Cl:29])=[CH:25][C:24]=2[F:30])([C:21]#[N:22])[C@@H:10]([CH3:31])[NH:9]1)=[O:7])([CH3:4])([CH3:3])[CH3:2].[CH3:32][O:33][C:34]1[CH:35]=[C:36]([CH:39]=[CH:40][CH:41]=1)[CH2:37]Br.C(=O)([O-])[O-].[Cs+].[Cs+]. Product: [C:1]([O:5][C:6]([CH:8]1[CH:12]([C:13]2[CH:18]=[CH:17][CH:16]=[C:15]([Cl:19])[C:14]=2[F:20])[C:11]([C:23]2[CH:28]=[CH:27][C:26]([Cl:29])=[CH:25][C:24]=2[F:30])([C:21]#[N:22])[CH:10]([CH3:31])[N:9]1[CH2:37][C:36]1[CH:39]=[CH:40][CH:41]=[C:34]([O:33][CH3:32])[CH:35]=1)=[O:7])([CH3:4])([CH3:2])[CH3:3]. The catalyst class is: 3. (5) Reactant: ClC1C=C(C=CC=1)C(OO)=O.[CH2:12]([O:19][C:20]1[CH:21]=[CH:22][C:23]2[C:24]3[N:32]([CH2:33][CH:34]4[CH2:39][CH2:38][O:37][CH2:36][CH2:35]4)[C:31]([CH2:40][Cl:41])=[N:30][C:25]=3[CH:26]=[N:27][C:28]=2[CH:29]=1)[C:13]1[CH:18]=[CH:17][CH:16]=[CH:15][CH:14]=1.[OH-].[NH4+:43].C1(C)C=CC(S(Cl)(=O)=O)=CC=1.C(=O)([O-])[O-].[Na+].[Na+]. Product: [CH2:12]([O:19][C:20]1[CH:21]=[CH:22][C:23]2[C:24]3[N:32]([CH2:33][CH:34]4[CH2:39][CH2:38][O:37][CH2:36][CH2:35]4)[C:31]([CH2:40][Cl:41])=[N:30][C:25]=3[C:26]([NH2:43])=[N:27][C:28]=2[CH:29]=1)[C:13]1[CH:18]=[CH:17][CH:16]=[CH:15][CH:14]=1. The catalyst class is: 452. (6) Reactant: [C:1]1([N:7]2[C:11]3[CH:12]=[CH:13][CH:14]=[CH:15][C:10]=3[NH:9][S:8]2(=[O:17])=[O:16])[CH:6]=[CH:5][CH:4]=[CH:3][CH:2]=1.C1(P(C2C=CC=CC=2)C2C=CC=CC=2)C=CC=CC=1.O[CH2:38][CH2:39][CH:40]1[O:45][CH2:44][CH2:43][N:42](C(OC(C)(C)C)=O)[CH2:41]1.CC(OC(/N=N/C(OC(C)C)=O)=O)C. The catalyst class is: 1. Product: [NH:42]1[CH2:43][CH2:44][O:45][CH:40]([CH2:39][CH2:38][N:9]2[C:10]3[CH:15]=[CH:14][CH:13]=[CH:12][C:11]=3[N:7]([C:1]3[CH:2]=[CH:3][CH:4]=[CH:5][CH:6]=3)[S:8]2(=[O:16])=[O:17])[CH2:41]1. (7) Reactant: [C:1]([BH3-])#[N:2].[Na+].[Br:5][C:6]1[CH:7]=[C:8]([CH:11]=O)[S:9][CH:10]=1.Cl.CN.C(N(CC)CC)C. Product: [Br:5][C:6]1[CH:7]=[C:8]([CH2:11][NH:2][CH3:1])[S:9][CH:10]=1. The catalyst class is: 84.